This data is from Full USPTO retrosynthesis dataset with 1.9M reactions from patents (1976-2016). The task is: Predict the reactants needed to synthesize the given product. (1) Given the product [NH2:1][C@H:4]1[C@@H:8]([CH3:9])[CH2:7][N:6]([C:10]([O:12][CH2:13][C:14]2[CH:19]=[CH:18][CH:17]=[CH:16][CH:15]=2)=[O:11])[CH2:5]1, predict the reactants needed to synthesize it. The reactants are: [N:1]([C@H:4]1[C@@H:8]([CH3:9])[CH2:7][N:6]([C:10]([O:12][CH2:13][C:14]2[CH:19]=[CH:18][CH:17]=[CH:16][CH:15]=2)=[O:11])[CH2:5]1)=[N+]=[N-].C1(P(C2C=CC=CC=2)C2C=CC=CC=2)C=CC=CC=1. (2) Given the product [CH2:5]([O:12][C:13]1[C:14]([CH3:21])=[CH:15][C:16]([F:20])=[C:17]([OH:2])[CH:19]=1)[C:6]1[CH:11]=[CH:10][CH:9]=[CH:8][CH:7]=1, predict the reactants needed to synthesize it. The reactants are: N([O-])=[O:2].[Na+].[CH2:5]([O:12][C:13]1[C:14]([CH3:21])=[CH:15][C:16]([F:20])=[C:17]([CH:19]=1)N)[C:6]1[CH:11]=[CH:10][CH:9]=[CH:8][CH:7]=1. (3) The reactants are: [O:1]1[CH2:4][CH:3]([OH:5])[CH2:2]1.CC(C)([O-])C.[K+].Cl[C:13]1[N:17]([CH3:18])[N:16]=[C:15]([C:19]([F:22])([F:21])[F:20])[C:14]=1[CH:23]=[O:24]. Given the product [CH3:18][N:17]1[C:13]([O:5][CH:3]2[CH2:4][O:1][CH2:2]2)=[C:14]([CH:23]=[O:24])[C:15]([C:19]([F:20])([F:21])[F:22])=[N:16]1, predict the reactants needed to synthesize it. (4) Given the product [N:6]12[CH2:11][CH2:10][CH:9]([CH2:8][CH2:7]1)[CH:4]([NH:3][C:17](=[O:18])[C:16]1[CH:20]=[CH:21][C:13]([I:12])=[C:14]([N+:22]([O-:24])=[O:23])[CH:15]=1)[CH2:5]2, predict the reactants needed to synthesize it. The reactants are: Cl.Cl.[NH2:3][CH:4]1[CH:9]2[CH2:10][CH2:11][N:6]([CH2:7][CH2:8]2)[CH2:5]1.[I:12][C:13]1[CH:21]=[CH:20][C:16]([C:17](Cl)=[O:18])=[CH:15][C:14]=1[N+:22]([O-:24])=[O:23].C(N(CC)CC)C. (5) Given the product [CH:32]1([C:29]2[N:30]=[CH:31][C:26]([O:25][C@H:23]3[CH2:22][N:19]4[CH2:20][CH2:21][N:16]([C:14](=[O:15])[CH:13]([NH:48][CH2:47][CH2:46][F:45])[C:35]5[CH:40]=[CH:39][CH:38]=[C:3]([C:2]([F:7])([F:6])[F:1])[CH:36]=5)[CH2:17][C@@H:18]4[CH2:24]3)=[N:27][CH:28]=2)[CH2:34][CH2:33]1, predict the reactants needed to synthesize it. The reactants are: [F:1][C:2]([F:7])([F:6])[C:3](O)=O.CS(O[CH:13]([C:35]1[CH:40]=[CH:39][C:38](C(F)(F)F)=C[CH:36]=1)[C:14]([N:16]1[CH2:21][CH2:20][N:19]2[CH2:22][C@H:23]([O:25][C:26]3[CH:31]=[N:30][C:29]([CH:32]4[CH2:34][CH2:33]4)=[CH:28][N:27]=3)[CH2:24][C@H:18]2[CH2:17]1)=[O:15])(=O)=O.[F:45][CH2:46][CH2:47][NH2:48].C(N)C. (6) Given the product [C:30]([O:29][C:27]([NH:1][CH2:2][C:3]1[CH:4]=[C:5]([N:9]2[C:13]([C:14]([OH:16])=[O:15])=[CH:12][C:11]([C:17]([F:19])([F:20])[F:18])=[N:10]2)[CH:6]=[CH:7][CH:8]=1)=[O:28])([CH3:33])([CH3:32])[CH3:31], predict the reactants needed to synthesize it. The reactants are: [NH2:1][CH2:2][C:3]1[CH:4]=[C:5]([N:9]2[C:13]([C:14]([OH:16])=[O:15])=[CH:12][C:11]([C:17]([F:20])([F:19])[F:18])=[N:10]2)[CH:6]=[CH:7][CH:8]=1.C(=O)([O-])[O-].[Na+].[Na+].[C:27](O[C:27]([O:29][C:30]([CH3:33])([CH3:32])[CH3:31])=[O:28])([O:29][C:30]([CH3:33])([CH3:32])[CH3:31])=[O:28].